Task: Regression. Given two drug SMILES strings and cell line genomic features, predict the synergy score measuring deviation from expected non-interaction effect.. Dataset: NCI-60 drug combinations with 297,098 pairs across 59 cell lines (1) Drug 1: CC1=C2C(C(=O)C3(C(CC4C(C3C(C(C2(C)C)(CC1OC(=O)C(C(C5=CC=CC=C5)NC(=O)OC(C)(C)C)O)O)OC(=O)C6=CC=CC=C6)(CO4)OC(=O)C)O)C)O. Drug 2: COCCOC1=C(C=C2C(=C1)C(=NC=N2)NC3=CC=CC(=C3)C#C)OCCOC.Cl. Cell line: NCI-H522. Synergy scores: CSS=15.0, Synergy_ZIP=6.22, Synergy_Bliss=10.5, Synergy_Loewe=9.89, Synergy_HSA=9.70. (2) Drug 1: CN(C)C1=NC(=NC(=N1)N(C)C)N(C)C. Drug 2: C1=CC=C(C(=C1)C(C2=CC=C(C=C2)Cl)C(Cl)Cl)Cl. Cell line: OVCAR3. Synergy scores: CSS=-1.67, Synergy_ZIP=1.01, Synergy_Bliss=0.0272, Synergy_Loewe=-3.22, Synergy_HSA=-2.85. (3) Drug 1: COC1=C(C=C2C(=C1)N=CN=C2NC3=CC(=C(C=C3)F)Cl)OCCCN4CCOCC4. Drug 2: CCC(=C(C1=CC=CC=C1)C2=CC=C(C=C2)OCCN(C)C)C3=CC=CC=C3.C(C(=O)O)C(CC(=O)O)(C(=O)O)O. Cell line: T-47D. Synergy scores: CSS=27.8, Synergy_ZIP=-4.05, Synergy_Bliss=4.16, Synergy_Loewe=6.91, Synergy_HSA=7.65. (4) Drug 1: C1=CC=C(C=C1)NC(=O)CCCCCCC(=O)NO. Drug 2: CC1CCC2CC(C(=CC=CC=CC(CC(C(=O)C(C(C(=CC(C(=O)CC(OC(=O)C3CCCCN3C(=O)C(=O)C1(O2)O)C(C)CC4CCC(C(C4)OC)OCCO)C)C)O)OC)C)C)C)OC. Cell line: SK-OV-3. Synergy scores: CSS=10.3, Synergy_ZIP=-5.30, Synergy_Bliss=-4.90, Synergy_Loewe=-4.14, Synergy_HSA=-3.51.